From a dataset of Peptide-MHC class I binding affinity with 185,985 pairs from IEDB/IMGT. Regression. Given a peptide amino acid sequence and an MHC pseudo amino acid sequence, predict their binding affinity value. This is MHC class I binding data. (1) The peptide sequence is YTILNRKAI. The MHC is HLA-A24:02 with pseudo-sequence HLA-A24:02. The binding affinity (normalized) is 0.158. (2) The peptide sequence is KKNHWFILK. The MHC is HLA-A68:02 with pseudo-sequence HLA-A68:02. The binding affinity (normalized) is 0.0847. (3) The peptide sequence is FPNTYLEGSV. The MHC is HLA-B54:01 with pseudo-sequence HLA-B54:01. The binding affinity (normalized) is 0.621. (4) The peptide sequence is HLKRRKEPL. The MHC is HLA-B08:01 with pseudo-sequence HLA-B08:01. The binding affinity (normalized) is 0.744.